Dataset: Forward reaction prediction with 1.9M reactions from USPTO patents (1976-2016). Task: Predict the product of the given reaction. (1) Given the reactants [CH:1]1([N:4]2[CH2:9][C:8]3([CH2:14][CH2:13][N:12]([S:15]([C:18]4[CH:23]=[CH:22][C:21](B5OC(C)(C)C(C)(C)O5)=[CH:20][CH:19]=4)(=[O:17])=[O:16])[CH2:11][CH2:10]3)[O:7][CH2:6][C:5]2=[O:33])[CH2:3][CH2:2]1.Br[C:35]1[CH:44]=[C:43]2[C:38]([CH:39]=[C:40]([NH:45][S:46]([CH3:49])(=[O:48])=[O:47])[CH:41]=[N:42]2)=[CH:37][CH:36]=1.C(=O)([O-])[O-].[K+].[K+], predict the reaction product. The product is: [CH:1]1([N:4]2[CH2:9][C:8]3([CH2:14][CH2:13][N:12]([S:15]([C:18]4[CH:19]=[CH:20][C:21]([C:35]5[CH:44]=[C:43]6[C:38]([CH:39]=[C:40]([NH:45][S:46]([CH3:49])(=[O:48])=[O:47])[CH:41]=[N:42]6)=[CH:37][CH:36]=5)=[CH:22][CH:23]=4)(=[O:16])=[O:17])[CH2:11][CH2:10]3)[O:7][CH2:6][C:5]2=[O:33])[CH2:2][CH2:3]1. (2) Given the reactants C1(P(C2C=CC=CC=2)C2C=CC=CC=2)C=CC=CC=1.Br[C:21]1[C:33]2[CH2:32][C:31]3[C:26](=[CH:27][CH:28]=[CH:29][CH:30]=3)[C:25]=2[CH:24]=[CH:23][CH:22]=1.[CH:34]([C:36]1[N:37]([C:56]2[N:57]=[C:58]([NH2:64])[NH:59][C:60](=[O:63])[C:61]=2[N:62]=1)[C@@H:38]1[O:55][C@H:49]([CH2:50][O:51][C:52](=[O:54])[CH3:53])[C@@H:44]([O:45][C:46](=[O:48])[CH3:47])[C@H:39]1[O:40][C:41](=[O:43])[CH3:42])=[CH2:35], predict the reaction product. The product is: [C:21]1([CH:35]=[CH:34][C:36]2[N:37]([C:56]3[N:57]=[C:58]([NH2:64])[NH:59][C:60](=[O:63])[C:61]=3[N:62]=2)[C@@H:38]2[O:55][C@H:49]([CH2:50][O:51][C:52](=[O:54])[CH3:53])[C@@H:44]([O:45][C:46](=[O:48])[CH3:47])[C@H:39]2[O:40][C:41](=[O:43])[CH3:42])[C:33]2[CH2:32][C:31]3[C:26](=[CH:27][CH:28]=[CH:29][CH:30]=3)[C:25]=2[CH:24]=[CH:23][CH:22]=1. (3) Given the reactants Br[C:2]1[CH:3]=[C:4]([C:9]2[N:10]=[C:11]([C:15]3[CH:20]=[CH:19][C:18]([O:21][CH3:22])=[CH:17][CH:16]=3)[N:12]=[N:13][CH:14]=2)[CH:5]=[CH:6][C:7]=1[F:8].[F:23][C:24]1[CH:25]=[N:26][CH:27]=[CH:28][C:29]=1[Sn](CCCC)(CCCC)CCCC, predict the reaction product. The product is: [F:8][C:7]1[CH:6]=[CH:5][C:4]([C:9]2[N:10]=[C:11]([C:15]3[CH:20]=[CH:19][C:18]([O:21][CH3:22])=[CH:17][CH:16]=3)[N:12]=[N:13][CH:14]=2)=[CH:3][C:2]=1[C:29]1[CH:28]=[CH:27][N:26]=[CH:25][C:24]=1[F:23]. (4) Given the reactants [Na+].[C:2]([C:6]1[N:7](/[CH:24]=[CH:25]/[C@H:26]([OH:34])[CH2:27][C@H:28]([OH:33])[CH2:29][C:30]([O-:32])=O)[C:8]([C:18]2[CH:23]=[CH:22][N:21]=[CH:20][CH:19]=2)=[C:9]([C:11]2[CH:16]=[CH:15][C:14]([F:17])=[CH:13][CH:12]=2)[N:10]=1)([CH3:5])([CH3:4])[CH3:3].FC(F)(F)C(O)=O, predict the reaction product. The product is: [C:2]([C:6]1[N:7](/[CH:24]=[CH:25]/[C@@H:26]2[O:34][C:30](=[O:32])[CH2:29][C@@H:28]([OH:33])[CH2:27]2)[C:8]([C:18]2[CH:23]=[CH:22][N:21]=[CH:20][CH:19]=2)=[C:9]([C:11]2[CH:12]=[CH:13][C:14]([F:17])=[CH:15][CH:16]=2)[N:10]=1)([CH3:3])([CH3:4])[CH3:5]. (5) The product is: [CH2:20]([O:22][C:23](=[O:26])[CH2:24][NH:25][CH:15]1[CH2:16][CH2:17][N:12]([C:5]([O:7][C:8]([CH3:11])([CH3:10])[CH3:9])=[O:6])[CH2:13][CH2:14]1)[CH3:21]. Given the reactants C([BH3-])#N.[Na+].[C:5]([N:12]1[CH2:17][CH2:16][C:15](=O)[CH2:14][CH2:13]1)([O:7][C:8]([CH3:11])([CH3:10])[CH3:9])=[O:6].Cl.[CH2:20]([O:22][C:23](=[O:26])[CH2:24][NH2:25])[CH3:21], predict the reaction product. (6) Given the reactants [C-]#N.[K+].[Cl-].[Cs+].CC(C)(O)[C:8]#[N:9].[C:12]([O:16][C:17](=[O:41])[C:18]1[CH:23]=[CH:22][C:21]([C:24](=[O:39])/[CH:25]=[C:26](\[C:31]2[CH:36]=[C:35]([Cl:37])[CH:34]=[C:33]([Cl:38])[CH:32]=2)/[C:27]([F:30])([F:29])[F:28])=[CH:20][C:19]=1[CH3:40])([CH3:15])([CH3:14])[CH3:13], predict the reaction product. The product is: [C:12]([O:16][C:17](=[O:41])[C:18]1[CH:23]=[CH:22][C:21]([C:24](=[O:39])[CH2:25][C@:26]([C:8]#[N:9])([C:31]2[CH:36]=[C:35]([Cl:37])[CH:34]=[C:33]([Cl:38])[CH:32]=2)[C:27]([F:28])([F:30])[F:29])=[CH:20][C:19]=1[CH3:40])([CH3:15])([CH3:14])[CH3:13].